This data is from Forward reaction prediction with 1.9M reactions from USPTO patents (1976-2016). The task is: Predict the product of the given reaction. (1) Given the reactants [F:1][C:2]([F:15])([F:14])[C:3]1[CH:8]=[CH:7][C:6](/[CH:9]=[CH:10]/[C@@H:11]([OH:13])[CH3:12])=[CH:5][CH:4]=1.[C:16](NCC(O)=O)([O:18][C:19]([CH3:22])([CH3:21])[CH3:20])=[O:17].Cl.C(N=C=NC[CH2:35][CH2:36]N(C)C)C.C1C=CC2N([OH:49])N=NC=2C=1.CCN(C(C)C)C(C)C, predict the reaction product. The product is: [C:19]([O:18][C:16]([CH2:35][C:36]([O:13][C@H:11](/[CH:10]=[CH:9]/[C:6]1[CH:5]=[CH:4][C:3]([C:2]([F:14])([F:15])[F:1])=[CH:8][CH:7]=1)[CH3:12])=[O:49])=[O:17])([CH3:20])([CH3:21])[CH3:22]. (2) Given the reactants [C:1]([O:5][C:6]([N:8]1[CH2:12][C:11](=O)[CH2:10][C@H:9]1[C:14]([OH:16])=[O:15])=[O:7])([CH3:4])([CH3:3])[CH3:2].Cl.[CH2:18](ON)[CH3:19].N1[CH:27]=[CH:26][CH:25]=[CH:24][CH:23]=1.[CH2:28](O)C, predict the reaction product. The product is: [CH:23](=[C:11]1[CH2:12][N:8]([C:6]([O:5][C:1]([CH3:4])([CH3:3])[CH3:2])=[O:7])[C@H:9]([C:14]([O:16][CH3:28])=[O:15])[CH2:10]1)[C:24]1[CH:19]=[CH:18][CH:27]=[CH:26][CH:25]=1. (3) Given the reactants [CH2:1]([O:8][C@H:9]1[C@H:15]([O:16][CH2:17][C:18]2[CH:23]=[CH:22][CH:21]=[CH:20][CH:19]=2)[C@@H:14]([CH2:24][O:25][C@@H:26]2[O:58][C@H:57]([CH2:59][O:60][CH2:61][C:62]3[CH:67]=[CH:66][CH:65]=[CH:64][CH:63]=3)[C@@H:37]([O:38][P:39]([O:49][CH2:50][C:51]3[CH:56]=[CH:55][CH:54]=[CH:53][CH:52]=3)([O:41][CH2:42][C:43]3[CH:48]=[CH:47][CH:46]=[CH:45][CH:44]=3)=[O:40])[C@H:28]([O:29][CH2:30][C:31]3[CH:36]=[CH:35][CH:34]=[CH:33][CH:32]=3)[C@H:27]2[NH:68][C:69](=[O:97])[CH2:70][C@H:71]([O:83][C:84](=[O:96])[CH2:85][CH2:86][CH2:87][CH2:88][CH2:89][CH2:90][CH2:91][CH2:92][CH2:93][CH2:94][CH3:95])[CH2:72][CH2:73][CH2:74][CH2:75][CH2:76][CH2:77][CH2:78][CH2:79][CH2:80][CH2:81][CH3:82])[O:13][CH:11]([OH:12])[C@@H:10]1[NH:98][C:99](=[O:121])[CH2:100][C@H:101]([O:113][CH2:114][C:115]1[CH:120]=[CH:119][CH:118]=[CH:117][CH:116]=1)[CH2:102][CH2:103][CH2:104][CH2:105][CH2:106][CH2:107][CH2:108][CH2:109][CH2:110][CH2:111][CH3:112])[C:2]1[CH:7]=[CH:6][CH:5]=[CH:4][CH:3]=1.[Cl:122][C:123]([Cl:127])([Cl:126])[C:124]#[N:125].C(=O)([O-])[O-].[K+].[K+], predict the reaction product. The product is: [Cl:122][C:123]([Cl:127])([Cl:126])[C:124](=[NH:125])[O:12][CH:11]1[O:13][C@H:14]([CH2:24][O:25][C@@H:26]2[O:58][C@H:57]([CH2:59][O:60][CH2:61][C:62]3[CH:63]=[CH:64][CH:65]=[CH:66][CH:67]=3)[C@@H:37]([O:38][P:39]([O:49][CH2:50][C:51]3[CH:52]=[CH:53][CH:54]=[CH:55][CH:56]=3)([O:41][CH2:42][C:43]3[CH:48]=[CH:47][CH:46]=[CH:45][CH:44]=3)=[O:40])[C@H:28]([O:29][CH2:30][C:31]3[CH:32]=[CH:33][CH:34]=[CH:35][CH:36]=3)[C@H:27]2[NH:68][C:69](=[O:97])[CH2:70][C@H:71]([O:83][C:84](=[O:96])[CH2:85][CH2:86][CH2:87][CH2:88][CH2:89][CH2:90][CH2:91][CH2:92][CH2:93][CH2:94][CH3:95])[CH2:72][CH2:73][CH2:74][CH2:75][CH2:76][CH2:77][CH2:78][CH2:79][CH2:80][CH2:81][CH3:82])[C@@H:15]([O:16][CH2:17][C:18]2[CH:19]=[CH:20][CH:21]=[CH:22][CH:23]=2)[C@H:9]([O:8][CH2:1][C:2]2[CH:3]=[CH:4][CH:5]=[CH:6][CH:7]=2)[C@H:10]1[NH:98][C:99](=[O:121])[CH2:100][C@H:101]([O:113][CH2:114][C:115]1[CH:116]=[CH:117][CH:118]=[CH:119][CH:120]=1)[CH2:102][CH2:103][CH2:104][CH2:105][CH2:106][CH2:107][CH2:108][CH2:109][CH2:110][CH2:111][CH3:112].